Dataset: Retrosynthesis with 50K atom-mapped reactions and 10 reaction types from USPTO. Task: Predict the reactants needed to synthesize the given product. (1) Given the product COC(=O)c1cc(C(=O)c2ccc(N(C)c3ccc(Cl)cc3)cn2)ccc1Br, predict the reactants needed to synthesize it. The reactants are: COC(=O)c1cc(C(O)c2ccc(N(C)c3ccc(Cl)cc3)cn2)ccc1Br. (2) The reactants are: CC(=O)OC(C)c1ccc(-c2ccc(C(=O)OCc3ccccc3)cc2)cc1. Given the product CC(O)c1ccc(-c2ccc(C(=O)OCc3ccccc3)cc2)cc1, predict the reactants needed to synthesize it. (3) Given the product CCOP(=O)(OCC)C(F)(F)c1ccc(CC(=O)N[C@@H](Cc2ccccc2)C(=O)N[C@@H](Cc2ccc(C3=CC(=O)NS3(=O)=O)cc2)C(N)=O)cc1, predict the reactants needed to synthesize it. The reactants are: CCOP(=O)(OCC)C(F)(F)c1ccc(CC(=O)O)cc1.NC(=O)[C@H](Cc1ccc(C2=CC(=O)NS2(=O)=O)cc1)NC(=O)[C@@H](N)Cc1ccccc1. (4) Given the product CC1c2ccccc2-c2ccc(F)cc2N1S(=O)(=O)c1ccc(O)cc1, predict the reactants needed to synthesize it. The reactants are: COc1ccc(S(=O)(=O)N2c3cc(F)ccc3-c3ccccc3C2C)cc1. (5) Given the product CCOC(=O)Nc1ccccc1SCc1ncon1, predict the reactants needed to synthesize it. The reactants are: CCOC(=O)Cl.Nc1ccccc1SCc1ncon1.